Dataset: Forward reaction prediction with 1.9M reactions from USPTO patents (1976-2016). Task: Predict the product of the given reaction. Given the reactants Cl[C:2]1[CH:3]=[CH:4][C:5]2[N:6]([C:8]([CH2:11][O:12][C:13]3[C:14]4[O:22][CH:21]=[CH:20][C:15]=4[CH:16]=[N:17][C:18]=3[NH2:19])=[N:9][N:10]=2)[N:7]=1.[CH3:23][N:24]1[CH:28]=[C:27](B2OC(C)(C)C(C)(C)O2)[CH:26]=[N:25]1.C(=O)([O-])[O-].[K+].[K+].O1CCOCC1, predict the reaction product. The product is: [CH3:23][N:24]1[CH:28]=[C:27]([C:2]2[CH:3]=[CH:4][C:5]3[N:6]([C:8]([CH2:11][O:12][C:13]4[C:14]5[O:22][CH:21]=[CH:20][C:15]=5[CH:16]=[N:17][C:18]=4[NH2:19])=[N:9][N:10]=3)[N:7]=2)[CH:26]=[N:25]1.